Dataset: Forward reaction prediction with 1.9M reactions from USPTO patents (1976-2016). Task: Predict the product of the given reaction. (1) Given the reactants C([O:4][C:5]1[C:6]([CH2:22][CH3:23])=[C:7]2[C:15](=[CH:16][C:17]=1[CH:18]([CH3:20])[CH3:19])[O:14][C:10]1([CH2:13][CH2:12][CH2:11]1)[CH2:9][C:8]2=[O:21])(=O)C.[H-].[H-].[H-].[H-].[Li+].[Al+3], predict the reaction product. The product is: [CH2:22]([C:6]1[C:5]([OH:4])=[C:17]([CH:18]([CH3:20])[CH3:19])[CH:16]=[C:15]2[C:7]=1[CH:8]([OH:21])[CH2:9][C:10]1([O:14]2)[CH2:13][CH2:12][CH2:11]1)[CH3:23]. (2) Given the reactants [CH:1]1([CH2:4][O:5][C:6]2[CH:25]=[CH:24][C:9]3[N:10]=[C:11]([C@H:13]4[CH2:18][CH2:17][C@H:16]([O:19][CH2:20][CH:21]([OH:23])[CH3:22])[CH2:15][CH2:14]4)[O:12][C:8]=3[CH:7]=2)[CH2:3][CH2:2]1.C(N(CC)CC)C.[CH3:33][S:34](Cl)(=[O:36])=[O:35], predict the reaction product. The product is: [CH3:33][S:34]([O:23][CH:21]([CH3:22])[CH2:20][O:19][C@H:16]1[CH2:17][CH2:18][C@H:13]([C:11]2[O:12][C:8]3[CH:7]=[C:6]([O:5][CH2:4][CH:1]4[CH2:3][CH2:2]4)[CH:25]=[CH:24][C:9]=3[N:10]=2)[CH2:14][CH2:15]1)(=[O:36])=[O:35]. (3) The product is: [C:14]1([N:9]2[CH:10]=[CH:11][C:12](=[O:13])[C:7]([C:5]3[N:27]([C:21]4[CH:26]=[CH:25][CH:24]=[CH:23][CH:22]=4)[N:2]=[CH:3][CH:4]=3)=[N:8]2)[CH:19]=[CH:18][CH:17]=[CH:16][CH:15]=1. Given the reactants C[N:2](C)/[CH:3]=[CH:4]/[C:5]([C:7]1[C:12](=[O:13])[CH:11]=[CH:10][N:9]([C:14]2[CH:19]=[CH:18][CH:17]=[CH:16][CH:15]=2)[N:8]=1)=O.[C:21]1([NH:27]N)[CH:26]=[CH:25][CH:24]=[CH:23][CH:22]=1, predict the reaction product. (4) Given the reactants [C:1]([O:4][CH2:5][C@@H:6]1[C@@H:11]([O:12][C:13](=[O:15])[CH3:14])[C@H:10]([O:16][C@@H:17]2[C@@H:22]([O:23][C:24](=[O:26])[CH3:25])[C@@H:21]([O:27][C:28](=[O:30])[CH3:29])[C@H:20]([O:31][C:32](=[O:34])[CH3:33])[C@@H:19]([CH2:35][O:36][C:37](=[O:39])[CH3:38])[O:18]2)[C@H:9]([OH:40])[C@@H:8]([C:41]2[CH:46]=[CH:45][C:44]([O:47][CH3:48])=[C:43]([OH:49])[CH:42]=2)[O:7]1)(=[O:3])[CH3:2].[CH3:50][CH:51]([CH3:64])[C:52]([NH:54][C:55]1[CH:60]=[CH:59][C:58](B(O)O)=[CH:57][CH:56]=1)=[O:53].N1C(C)=CC=CC=1C, predict the reaction product. The product is: [C:1]([O:4][CH2:5][C@@H:6]1[C@@H:11]([O:12][C:13](=[O:15])[CH3:14])[C@H:10]([O:16][C@@H:17]2[C@@H:22]([O:23][C:24](=[O:26])[CH3:25])[C@@H:21]([O:27][C:28](=[O:30])[CH3:29])[C@H:20]([O:31][C:32](=[O:34])[CH3:33])[C@@H:19]([CH2:35][O:36][C:37](=[O:39])[CH3:38])[O:18]2)[C@H:9]([OH:40])[C@@H:8]([C:41]2[CH:46]=[CH:45][C:44]([O:47][CH3:48])=[C:43]([O:49][C:58]3[CH:59]=[CH:60][C:55]([NH:54][C:52](=[O:53])[CH:51]([CH3:50])[CH3:64])=[CH:56][CH:57]=3)[CH:42]=2)[O:7]1)(=[O:3])[CH3:2].